This data is from Forward reaction prediction with 1.9M reactions from USPTO patents (1976-2016). The task is: Predict the product of the given reaction. (1) Given the reactants [CH3:1][N:2]1[C:6]2[CH:7]=[CH:8][C:9]([C:11](O)=[O:12])=[CH:10][C:5]=2[N:4]=[C:3]1[NH:14][C:15]1[S:16][C:17]2[CH:23]=[C:22]([O:24][C:25]([F:28])([F:27])[F:26])[CH:21]=[CH:20][C:18]=2[N:19]=1.[CH3:29][NH:30][CH2:31][CH2:32][NH2:33].CN(C(ON1N=NC2C=CC=CC1=2)=[N+](C)C)C.F[P-](F)(F)(F)(F)F.CCN(C(C)C)C(C)C, predict the reaction product. The product is: [CH3:29][NH:30][CH2:31][CH2:32][NH:33][C:11]([C:9]1[CH:8]=[CH:7][C:6]2[N:2]([CH3:1])[C:3]([NH:14][C:15]3[S:16][C:17]4[CH:23]=[C:22]([O:24][C:25]([F:26])([F:28])[F:27])[CH:21]=[CH:20][C:18]=4[N:19]=3)=[N:4][C:5]=2[CH:10]=1)=[O:12]. (2) Given the reactants Br[C:2]1[C:10]2[N:9]([C:11]3[CH:16]=[CH:15][C:14]([F:17])=[CH:13][CH:12]=3)[N:8]=[CH:7][C:6]=2[CH:5]=[C:4]2[C@:18]3([CH2:32][CH3:33])[CH2:26][CH2:25][C@@:24]([C:28]([F:31])([F:30])[F:29])([OH:27])[CH2:23][C@H:19]3[CH2:20][CH2:21][CH2:22][C:3]=12.[CH3:34]B(O)O.C([O-])([O-])=O.[Na+].[Na+].O1CCOCC1, predict the reaction product. The product is: [CH2:32]([C@@:18]12[CH2:26][CH2:25][C@@:24]([C:28]([F:30])([F:31])[F:29])([OH:27])[CH2:23][C@H:19]1[CH2:20][CH2:21][CH2:22][C:3]1[C:4]2=[CH:5][C:6]2[CH:7]=[N:8][N:9]([C:11]3[CH:16]=[CH:15][C:14]([F:17])=[CH:13][CH:12]=3)[C:10]=2[C:2]=1[CH3:34])[CH3:33]. (3) Given the reactants CC(OC([N:8]1[CH2:13][CH2:12][C:11](=[C:14]([C:28]2[CH:33]=[CH:32][CH:31]=[CH:30][C:29]=2[NH2:34])[C:15]2[CH:20]=[CH:19][C:18]([C:21]([N:23]([CH2:26][CH3:27])CC)=[O:22])=[CH:17][CH:16]=2)[CH2:10][CH2:9]1)=O)(C)C.[C:35]1([N:41]=[C:42]=[O:43])[CH:40]=[CH:39][CH:38]=[CH:37][CH:36]=1.C(O)(C(F)(F)F)=O.Cl[CH2:52][CH2:53]Cl, predict the reaction product. The product is: [CH2:26]([N:23]([CH2:52][CH3:53])[C:21](=[O:22])[C:18]1[CH:19]=[CH:20][C:15]([C:14]([C:28]2[CH:33]=[CH:32][CH:31]=[CH:30][C:29]=2[NH:34][C:42]([NH:41][C:35]2[CH:40]=[CH:39][CH:38]=[CH:37][CH:36]=2)=[O:43])=[C:11]2[CH2:12][CH2:13][NH:8][CH2:9][CH2:10]2)=[CH:16][CH:17]=1)[CH3:27]. (4) Given the reactants CSC.[Cl:4][C:5]1[CH:6]=[C:7]([CH:27]=[CH:28][CH:29]=1)[CH2:8][CH:9]1[C:18]2[C:13](=[CH:14][CH:15]=[C:16]([CH:19]=[CH2:20])[CH:17]=2)[CH2:12][CH2:11][CH:10]1[NH:21][C:22](=[O:26])[O:23][CH2:24][CH3:25].[OH:30]O.[OH-].[Na+], predict the reaction product. The product is: [CH2:24]([O:23][C:22](=[O:26])[NH:21][CH:10]1[CH2:11][CH2:12][C:13]2[C:18](=[CH:17][C:16]([CH2:19][CH2:20][OH:30])=[CH:15][CH:14]=2)[CH:9]1[CH2:8][C:7]1[CH:27]=[CH:28][CH:29]=[C:5]([Cl:4])[CH:6]=1)[CH3:25]. (5) Given the reactants [CH2:1]([O:3][C:4]([C:6]1[CH:7]=[N:8][C:9]2[C:14]([C:15]=1O)=[CH:13][CH:12]=[C:11]([F:17])[CH:10]=2)=[O:5])[CH3:2].O=P(Cl)(Cl)[Cl:20], predict the reaction product. The product is: [CH2:1]([O:3][C:4]([C:6]1[CH:7]=[N:8][C:9]2[C:14]([C:15]=1[Cl:20])=[CH:13][CH:12]=[C:11]([F:17])[CH:10]=2)=[O:5])[CH3:2]. (6) Given the reactants [NH2:1][C:2]1[CH:7]=[C:6]([Cl:8])[CH:5]=[CH:4][C:3]=1[N:9]1[C:13](=[O:14])[C:12]2=[CH:15][CH:16]=[CH:17][CH:18]=[C:11]2[C:10]1=[O:19].C(N(CC)CC)C.[CH:27]1[C:36]2[C:31](=[CH:32][CH:33]=[CH:34][CH:35]=2)[CH:30]=[CH:29][C:28]=1[C:37](Cl)=[O:38].O, predict the reaction product. The product is: [Cl:8][C:6]1[CH:5]=[CH:4][C:3]([N:9]2[C:13](=[O:14])[C:12]3=[CH:15][CH:16]=[CH:17][CH:18]=[C:11]3[C:10]2=[O:19])=[C:2]([NH:1][C:37]([C:28]2[CH:29]=[CH:30][C:31]3[C:36](=[CH:35][CH:34]=[CH:33][CH:32]=3)[CH:27]=2)=[O:38])[CH:7]=1. (7) Given the reactants [C:1]([OH:4])(=[O:3])[CH3:2].[C:5]([C:8]1[CH:13]=[CH:12][C:11]([C:14]2[CH:19]=[CH:18][C:17](O)=[C:16]([C:21]3[NH:25][C:24]4[CH:26]=[CH:27][C:28]([C:30]([NH2:32])=[NH:31])=[CH:29][C:23]=4[N:22]=3)[CH:15]=2)=[CH:10][CH:9]=1)(=[NH:7])[NH2:6].ONC(C1C=CC2NC(C3C=C(C4C=CC(C(=N)NO)=CC=4)C=CC=3)=NC=2C=1)=N, predict the reaction product. The product is: [C:1]([OH:4])(=[O:3])[CH3:2].[C:5]([C:8]1[CH:9]=[CH:10][C:11]([C:14]2[CH:19]=[CH:18][CH:17]=[C:16]([C:21]3[NH:25][C:24]4[CH:26]=[CH:27][C:28]([C:30]([NH2:32])=[NH:31])=[CH:29][C:23]=4[N:22]=3)[CH:15]=2)=[CH:12][CH:13]=1)(=[NH:6])[NH2:7]. (8) Given the reactants Br[CH2:2][CH:3]1[O:8][C:7]2[CH:9]=[C:10]([S:14]([CH3:17])(=[O:16])=[O:15])[CH:11]=[C:12]([F:13])[C:6]=2[CH2:5][O:4]1.[CH2:18]([NH:20][CH2:21][CH3:22])[CH3:19], predict the reaction product. The product is: [CH2:18]([N:20]([CH2:2][CH:3]1[O:8][C:7]2[CH:9]=[C:10]([S:14]([CH3:17])(=[O:16])=[O:15])[CH:11]=[C:12]([F:13])[C:6]=2[CH2:5][O:4]1)[CH2:21][CH3:22])[CH3:19].